From a dataset of Reaction yield outcomes from USPTO patents with 853,638 reactions. Predict the reaction yield, written as a fraction of the theoretical maximum amount of product (1.0 means a 100% yield; for example, 0.34 means a 34% yield). (1) The reactants are [Cl:1][C:2]1[CH:3]=[C:4]([CH:21]=[CH:22]C=1Cl)[CH2:5][N:6]([CH3:20])[C:7]([C:9]1[CH2:10][N:11]([CH2:16][CH2:17][NH:18][CH3:19])[C:12](=[O:15])[C:13]=1[OH:14])=[O:8].CCN(CC)CC.C[Si]([N:36]=[C:37]=[O:38])(C)C.[CH2:39]([Cl:41])Cl. No catalyst specified. The product is [Cl:1][C:2]1[CH:3]=[C:4]([CH:21]=[CH:22][C:39]=1[Cl:41])[CH2:5][N:6]([CH3:20])[C:7]([C:9]1[CH2:10][N:11]([CH2:16][CH2:17][N:18]([CH3:19])[C:37]([NH2:36])=[O:38])[C:12](=[O:15])[C:13]=1[OH:14])=[O:8]. The yield is 0.610. (2) The reactants are S(Cl)([Cl:3])=O.[NH2:5][C@@H:6]1[CH2:11][CH2:10][C@H:9]([C:12]([OH:14])=[O:13])[CH2:8][CH2:7]1.[CH3:15]O. No catalyst specified. The product is [ClH:3].[NH2:5][C@@H:6]1[CH2:11][CH2:10][C@H:9]([C:12]([O:14][CH3:15])=[O:13])[CH2:8][CH2:7]1. The yield is 0.816. (3) The reactants are [CH2:1]([O:3][C:4]([C:6]1([CH2:19][CH:20]=O)[CH2:11][CH2:10][N:9]([C:12]([O:14][C:15]([CH3:18])([CH3:17])[CH3:16])=[O:13])[CH2:8][CH2:7]1)=[O:5])[CH3:2].ClC(Cl)C.[NH2:26][C:27]1[CH:28]=[CH:29][C:30]([Br:34])=[N:31][C:32]=1[CH3:33].C(O)(=O)C.[BH-](OC(C)=O)(OC(C)=O)OC(C)=O.[Na+]. The catalyst is C(Cl)Cl. The product is [CH2:1]([O:3][C:4]([C:6]1([CH2:19][CH2:20][NH:26][C:27]2[C:32]([CH3:33])=[N:31][C:30]([Br:34])=[CH:29][CH:28]=2)[CH2:7][CH2:8][N:9]([C:12]([O:14][C:15]([CH3:18])([CH3:17])[CH3:16])=[O:13])[CH2:10][CH2:11]1)=[O:5])[CH3:2]. The yield is 0.500. (4) The reactants are [CH:1]1[C:10]2[C:5](=[CH:6][CH:7]=[C:8]([OH:11])[CH:9]=2)[CH:4]=[CH:3][C:2]=1[OH:12].N1C(C)=CC=CC=1C.[F:21][C:22]([F:35])([F:34])[S:23](O[S:23]([C:22]([F:35])([F:34])[F:21])(=[O:25])=[O:24])(=[O:25])=[O:24].C([O-])(O)=O.[Na+]. The catalyst is CN(C1C=CN=CC=1)C.C1COCC1.C(Cl)Cl. The product is [F:21][C:22]([F:35])([F:34])[S:23]([O:12][C:2]1[CH:1]=[C:10]2[C:5]([CH:6]=[CH:7][C:8]([O:11][S:23]([C:22]([F:21])([F:34])[F:35])(=[O:24])=[O:25])=[CH:9]2)=[CH:4][CH:3]=1)(=[O:25])=[O:24]. The yield is 0.420. (5) The reactants are Br[C:2]1[CH:3]=[C:4]2[N:10]([C:11]([O:13][CH2:14][CH:15]([CH3:17])[CH3:16])=[O:12])[C:9]([CH3:18])=[N:8][C:5]2=[N:6][CH:7]=1.[CH3:19][C:20]([O:23][C:24]([N:26]1[CH2:32][C:31]2[CH:33]=[C:34](B(O)O)[CH:35]=[CH:36][C:30]=2[O:29][CH2:28][CH2:27]1)=[O:25])([CH3:22])[CH3:21].C([O-])(=O)C.[K+]. The catalyst is O1CCOCC1.C1C=CC(P(C2C=CC=CC=2)[C-]2C=CC=C2)=CC=1.C1C=CC(P(C2C=CC=CC=2)[C-]2C=CC=C2)=CC=1.Cl[Pd]Cl.[Fe+2]. The product is [CH3:18][C:9]1[N:10]([C:11]([O:13][CH2:14][CH:15]([CH3:17])[CH3:16])=[O:12])[C:4]2[C:5]([N:8]=1)=[N:6][CH:7]=[C:2]([C:34]1[CH:35]=[CH:36][C:30]3[O:29][CH2:28][CH2:27][N:26]([C:24]([O:23][C:20]([CH3:21])([CH3:19])[CH3:22])=[O:25])[CH2:32][C:31]=3[CH:33]=1)[CH:3]=2. The yield is 0.330. (6) The reactants are [Br:1][C:2]1[CH:6]=[C:5]([N:7]([CH2:11][CH:12]2OCC[O:13]2)[CH2:8][CH2:9][CH3:10])[S:4][C:3]=1[C:17]#[N:18].Cl.C([O-])([O-])=O.[Na+].[Na+]. The catalyst is CO. The product is [Br:1][C:2]1[CH:6]=[C:5]([N:7]([CH2:11][CH:12]=[O:13])[CH2:8][CH2:9][CH3:10])[S:4][C:3]=1[C:17]#[N:18]. The yield is 0.570. (7) The reactants are [Cl:1][C:2]1[N:10]=[C:9]2[C:5]([NH:6][CH:7]=[N:8]2)=[C:4]([Cl:11])[N:3]=1.C(=O)([O-])[O-].[K+].[K+].[CH2:18](Cl)[C:19]1[CH:24]=[CH:23][CH:22]=[CH:21][CH:20]=1. The catalyst is CN(C=O)C. The product is [CH2:18]([N:8]1[CH:7]=[N:6][C:5]2[C:9]1=[N:10][C:2]([Cl:1])=[N:3][C:4]=2[Cl:11])[C:19]1[CH:24]=[CH:23][CH:22]=[CH:21][CH:20]=1.[CH2:18]([N:6]1[C:5]2[C:9](=[N:10][C:2]([Cl:1])=[N:3][C:4]=2[Cl:11])[N:8]=[CH:7]1)[C:19]1[CH:24]=[CH:23][CH:22]=[CH:21][CH:20]=1. The yield is 0.650. (8) The reactants are CS([O:5][CH:6]1[CH2:9][N:8]([C:10]([C:12]2[O:13][C:14]([C:17]3[CH:22]=[CH:21][CH:20]=[CH:19][CH:18]=3)=[N:15][N:16]=2)=[O:11])[CH2:7]1)(=O)=O.[Cl:23][C:24]1[CH:25]=[C:26]([CH:29]=[CH:30][C:31]=1O)[CH:27]=[O:28]. No catalyst specified. The product is [Cl:23][C:24]1[CH:25]=[C:26]([CH:29]=[CH:30][C:31]=1[O:5][CH:6]1[CH2:9][N:8]([C:10]([C:12]2[O:13][C:14]([C:17]3[CH:22]=[CH:21][CH:20]=[CH:19][CH:18]=3)=[N:15][N:16]=2)=[O:11])[CH2:7]1)[CH:27]=[O:28]. The yield is 0.340. (9) The reactants are [OH:1][B:2]1[C:6]2[CH:7]=[CH:8][C:9]([CH:11]=O)=[CH:10][C:5]=2[C:4]([CH3:14])([CH3:13])[O:3]1.[NH2:15][OH:16].Cl.CC([O-])=O.[Na+]. The catalyst is C1COCC1.O. The product is [OH:1][B:2]1[C:6]2[CH:7]=[CH:8][C:9]([CH:11]=[N:15][OH:16])=[CH:10][C:5]=2[C:4]([CH3:14])([CH3:13])[O:3]1. The yield is 0.740. (10) The reactants are [CH3:1][O:2][C:3]1[CH:4]=[C:5]([N:12]2[CH2:17][CH2:16][CH:15]([OH:18])[CH2:14][CH2:13]2)[CH:6]=[CH:7][C:8]=1[N+:9]([O-:11])=[O:10].[H-].[Na+].[CH3:21][O:22][CH2:23][CH2:24]Br.[Cl-].[NH4+]. The catalyst is CN(C)C=O.O. The product is [CH3:21][O:22][CH2:23][CH2:24][O:18][CH:15]1[CH2:16][CH2:17][N:12]([C:5]2[CH:6]=[CH:7][C:8]([N+:9]([O-:11])=[O:10])=[C:3]([O:2][CH3:1])[CH:4]=2)[CH2:13][CH2:14]1. The yield is 0.290.